From a dataset of Catalyst prediction with 721,799 reactions and 888 catalyst types from USPTO. Predict which catalyst facilitates the given reaction. (1) Reactant: [CH3:1][O:2][C:3]1[N:8]=[C:7]([NH:9][C:10]2[CH:15]=[CH:14][C:13]([CH2:16][CH2:17][OH:18])=[CH:12][CH:11]=2)[C:6]([N+:19]([O-])=O)=[CH:5][CH:4]=1.[Cl-].[NH4+]. Product: [NH2:19][C:6]1[C:7]([NH:9][C:10]2[CH:15]=[CH:14][C:13]([CH2:16][CH2:17][OH:18])=[CH:12][CH:11]=2)=[N:8][C:3]([O:2][CH3:1])=[CH:4][CH:5]=1. The catalyst class is: 190. (2) The catalyst class is: 5. Reactant: Cl.[CH3:2][C:3]1([CH3:15])[CH2:7][C:6]2([CH2:12][CH2:11][CH:10]([NH:13][NH2:14])[CH2:9][CH2:8]2)[O:5][CH2:4]1.C[O:17][CH:18](OC)[C:19](=O)/[CH:20]=[CH:21]/N(C)C. Product: [CH3:2][C:3]1([CH3:15])[CH2:7][C:6]2([CH2:12][CH2:11][CH:10]([N:13]3[C:19]([CH:18]=[O:17])=[CH:20][CH:21]=[N:14]3)[CH2:9][CH2:8]2)[O:5][CH2:4]1.